The task is: Predict the reaction yield, written as a fraction of the theoretical maximum amount of product (1.0 means a 100% yield; for example, 0.34 means a 34% yield).. This data is from Reaction yield outcomes from USPTO patents with 853,638 reactions. (1) The reactants are [CH2:1]([N:8]1[C:12]2=[C:13]([N+:27]([O-:29])=[O:28])[C:14](OS(C(F)(F)F)(=O)=O)=[C:15]([CH3:18])[C:16](=[O:17])[N:11]2[CH2:10][CH2:9]1)[C:2]1[CH:7]=[CH:6][CH:5]=[CH:4][CH:3]=1.[F:30][C:31]1[CH:36]=[C:35]([Si:37]([CH3:40])([CH3:39])[CH3:38])[CH:34]=[CH:33][C:32]=1[NH2:41].CC1(C)C2C(=C(P(C3C=CC=CC=3)C3C=CC=CC=3)C=CC=2)OC2C(P(C3C=CC=CC=3)C3C=CC=CC=3)=CC=CC1=2.[O-]P([O-])([O-])=O.[K+].[K+].[K+]. The catalyst is C1(C)C=CC=CC=1.C1C=CC(/C=C/C(/C=C/C2C=CC=CC=2)=O)=CC=1.C1C=CC(/C=C/C(/C=C/C2C=CC=CC=2)=O)=CC=1.C1C=CC(/C=C/C(/C=C/C2C=CC=CC=2)=O)=CC=1.[Pd].[Pd]. The product is [CH2:1]([N:8]1[C:12]2=[C:13]([N+:27]([O-:29])=[O:28])[C:14]([NH:41][C:32]3[CH:33]=[CH:34][C:35]([Si:37]([CH3:39])([CH3:38])[CH3:40])=[CH:36][C:31]=3[F:30])=[C:15]([CH3:18])[C:16](=[O:17])[N:11]2[CH2:10][CH2:9]1)[C:2]1[CH:3]=[CH:4][CH:5]=[CH:6][CH:7]=1. The yield is 0.745. (2) The reactants are [C:1]1(=[N:7][NH:8][C:9]([O:11][C:12]([CH3:15])([CH3:14])[CH3:13])=[O:10])[CH2:6][CH2:5][CH2:4][CH2:3][CH2:2]1. The catalyst is CO.[Pd]. The product is [CH:1]1([NH:7][NH:8][C:9]([O:11][C:12]([CH3:15])([CH3:14])[CH3:13])=[O:10])[CH2:2][CH2:3][CH2:4][CH2:5][CH2:6]1. The yield is 0.920. (3) The reactants are [Br:1][C:2]1[CH:7]=[CH:6][C:5]([NH:8][C:9](=[O:12])[CH2:10]Cl)=[C:4]([C:13]([OH:20])([C:15]2[S:16][CH:17]=[CH:18][CH:19]=2)[CH3:14])[CH:3]=1.[Cl-].[NH4+].C(OCC)(=O)C. The catalyst is C1COCC1. The product is [Br:1][C:2]1[CH:7]=[CH:6][C:5]2[NH:8][C:9](=[O:12])[CH2:10][O:20][C:13]([CH3:14])([C:15]3[S:16][CH:17]=[CH:18][CH:19]=3)[C:4]=2[CH:3]=1. The yield is 0.960. (4) The reactants are [NH:1]1[C:9]2[C:4](=[CH:5][CH:6]=[C:7]([N:10]3[CH2:15][CH2:14][O:13][CH2:12][CH2:11]3)[CH:8]=2)[CH:3]=[CH:2]1.[CH3:16][N:17]([CH3:39])[C:18]1[CH:38]=[CH:37][C:21]([C:22]([NH:24][C:25]2[CH:30]=[CH:29][CH:28]=[C:27](/[CH:31]=[CH:32]/[N+:33]([O-:35])=[O:34])[C:26]=2[F:36])=[O:23])=[CH:20][CH:19]=1.FC(F)(F)S(O[Yb](OS(C(F)(F)F)(=O)=O)OS(C(F)(F)F)(=O)=O)(=O)=O.C(OCC)(=O)C.CCCCCC. The catalyst is C(#N)C. The product is [CH3:39][N:17]([CH3:16])[C:18]1[CH:19]=[CH:20][C:21]([C:22]([NH:24][C:25]2[CH:30]=[CH:29][CH:28]=[C:27]([CH:31]([C:3]3[C:4]4[C:9](=[CH:8][C:7]([N:10]5[CH2:15][CH2:14][O:13][CH2:12][CH2:11]5)=[CH:6][CH:5]=4)[NH:1][CH:2]=3)[CH2:32][N+:33]([O-:35])=[O:34])[C:26]=2[F:36])=[O:23])=[CH:37][CH:38]=1. The yield is 0.618. (5) The reactants are [ClH:1].[N:2]1[CH:7]=[CH:6][C:5]([CH2:8][C:9]([OH:11])=[O:10])=[CH:4][CH:3]=1. The catalyst is O=[Pt]=O.C(O)(=O)C. The product is [ClH:1].[NH:2]1[CH2:7][CH2:6][CH:5]([CH2:8][C:9]([OH:11])=[O:10])[CH2:4][CH2:3]1. The yield is 0.970. (6) The reactants are [NH2:1][C@H:2]([C:7]([NH2:9])=[O:8])[CH2:3][CH:4]([CH3:6])[CH3:5].[CH2:10]1[CH2:16][S:13](=[O:15])(=[O:14])[O:12][CH2:11]1. The catalyst is O1CCCC1. The product is [NH2:9][C:7]([C@@H:2]([NH:1][CH2:11][CH2:10][CH2:16][S:13]([OH:15])(=[O:14])=[O:12])[CH2:3][CH:4]([CH3:6])[CH3:5])=[O:8]. The yield is 0.530.